This data is from Forward reaction prediction with 1.9M reactions from USPTO patents (1976-2016). The task is: Predict the product of the given reaction. (1) Given the reactants C(O)(C(F)(F)F)=O.C([O:12][C:13]([N:15]1[CH2:18][CH2:17][C@H:16]1[CH2:19][O:20][C:21]1[CH:22]=[C:23]([N:27]2[CH2:32][CH:31]3[CH:29]([CH2:30]3)[CH2:28]2)[CH:24]=[N:25][CH:26]=1)=[O:14])(C)(C)C.ClC(O[CH2:37][C:38]1[CH:43]=[CH:42][CH:41]=[CH:40][CH:39]=1)=O.[OH-].[Na+], predict the reaction product. The product is: [CH2:37]([O:12][C:13]([N:15]1[CH2:18][CH2:17][C@H:16]1[CH2:19][O:20][C:21]1[CH:22]=[C:23]([N:27]2[CH2:28][CH:29]3[CH:31]([CH2:30]3)[CH2:32]2)[CH:24]=[N:25][CH:26]=1)=[O:14])[C:38]1[CH:43]=[CH:42][CH:41]=[CH:40][CH:39]=1. (2) Given the reactants Cl.[CH2:2]([N:5]([CH2:17][CH2:18][C:19]1[S:20][CH:21]=[CH:22][CH:23]=1)[CH:6]1[CH2:15][CH2:14][C:13]2[C:12]([OH:16])=[CH:11][CH:10]=[CH:9][C:8]=2[CH2:7]1)[CH2:3][CH3:4].[OH-].[Na+].P([O-])([O-])([O-])=O.[Na+].[Na+].[Na+], predict the reaction product. The product is: [CH3:4][CH2:3][CH2:2][N:5]([C@@H:6]1[CH2:7][C:8]2[CH:9]=[CH:10][CH:11]=[C:12]([OH:16])[C:13]=2[CH2:14][CH2:15]1)[CH2:17][CH2:18][C:19]1[S:20][CH:21]=[CH:22][CH:23]=1. (3) Given the reactants Cl.[NH2:2][C@H:3]1[CH2:8][CH2:7][CH2:6][CH2:5][C@H:4]1[C:9]([O:11][CH2:12][CH3:13])=[O:10].C(N(CC)CC)C.[CH3:21][C:22]([CH3:27])([CH3:26])[CH2:23][CH:24]=O.C([BH3-])#N.[Na+], predict the reaction product. The product is: [CH2:12]([O:11][C:9]([C@@H:4]1[CH2:5][CH2:6][CH2:7][CH2:8][C@@H:3]1[NH:2][CH2:24][CH2:23][C:22]([CH3:27])([CH3:26])[CH3:21])=[O:10])[CH3:13]. (4) Given the reactants OS(O)(=O)=O.[NH2:6][C:7]1([C:17]#[N:18])[CH2:12][C:11]([CH3:14])([CH3:13])[NH:10][C:9]([CH3:16])([CH3:15])[CH2:8]1.[OH-:19].[Na+], predict the reaction product. The product is: [NH2:6][C:7]1([C:17]([NH2:18])=[O:19])[CH2:12][C:11]([CH3:13])([CH3:14])[NH:10][C:9]([CH3:16])([CH3:15])[CH2:8]1.